From a dataset of Reaction yield outcomes from USPTO patents with 853,638 reactions. Predict the reaction yield, written as a fraction of the theoretical maximum amount of product (1.0 means a 100% yield; for example, 0.34 means a 34% yield). (1) The reactants are [CH3:1][C:2]1[NH:3][CH:4]=[CH:5][N:6]=1.[OH-].[Na+].Cl.Cl[CH:11]([CH3:14])[CH2:12][NH2:13].O. The catalyst is CN(C=O)C. The product is [CH3:1][C:2]1[N:3]([CH2:14][CH2:11][CH2:12][NH2:13])[CH:4]=[CH:5][N:6]=1. The yield is 0.520. (2) The reactants are [Cl:1][C:2]1[O:3][C:4]2[CH:10]=[CH:9][C:8]([C:11]([CH2:30][CH3:31])=[C:12]([C:23]3[CH:28]=[CH:27][C:26]([OH:29])=[CH:25][CH:24]=3)[C:13]3[CH:18]=[CH:17][C:16]([O:19][CH2:20][CH2:21]Cl)=[CH:15][CH:14]=3)=[CH:7][C:5]=2[CH:6]=1.[NH:32]1[CH2:36][CH2:35][CH2:34][CH2:33]1. The catalyst is CO. The product is [Cl:1][C:2]1[O:3][C:4]2[CH:10]=[CH:9][C:8]([C:11]([CH2:30][CH3:31])=[C:12]([C:23]3[CH:28]=[CH:27][C:26]([OH:29])=[CH:25][CH:24]=3)[C:13]3[CH:18]=[CH:17][C:16]([O:19][CH2:20][CH2:21][N:32]4[CH2:36][CH2:35][CH2:34][CH2:33]4)=[CH:15][CH:14]=3)=[CH:7][C:5]=2[CH:6]=1. The yield is 0.680. (3) The reactants are [Cl:1][C:2]1[CH:7]=[CH:6][C:5]([N+:8]([O-:10])=[O:9])=[CH:4][C:3]=1[C:11]1[NH:15][C:14]2[CH:16]=[CH:17][C:18]([C:20]#[N:21])=[CH:19][C:13]=2[N:12]=1.C(N(CC)CC)C.Cl.[NH2:30][OH:31]. The catalyst is C(O)C.O. The product is [Cl:1][C:2]1[CH:7]=[CH:6][C:5]([N+:8]([O-:10])=[O:9])=[CH:4][C:3]=1[C:11]1[NH:15][C:14]2[CH:16]=[CH:17][C:18]([C:20]([NH:30][OH:31])=[NH:21])=[CH:19][C:13]=2[N:12]=1. The yield is 0.820. (4) The reactants are [CH3:1][C:2]1[C:16](=[O:17])[N:15]=[C:14]2[N:4]([C@@H:5]3[O:9][C@H:8]([CH2:10][OH:11])[C@@H:7]([OH:12])[C@@H:6]3[O:13]2)[CH:3]=1.[CH3:18][O:19][CH2:20][CH2:21][O:22]B([O:22][CH2:21][CH2:20][O:19][CH3:18])[O:22][CH2:21][CH2:20][O:19][CH3:18]. The catalyst is COCCO. The product is [CH3:18][O:19][CH2:20][CH2:21][O:22][C@@H:6]1[C@H:7]([OH:12])[C@@H:8]([CH2:10][OH:11])[O:9][C@H:5]1[N:4]1[CH:3]=[C:2]([CH3:1])[C:16](=[O:17])[NH:15][C:14]1=[O:13]. The yield is 0.630. (5) The reactants are Br[CH2:2][CH2:3][CH2:4][CH2:5][C:6]([CH3:18])([C:12]1[CH:17]=[CH:16][CH:15]=[CH:14][CH:13]=1)[C:7]([O:9][CH2:10][CH3:11])=[O:8].N[C:20](N)=[S:21].[OH-:23].[K+]. The catalyst is C(O)C. The product is [CH2:10]([O:9][C:7](=[O:8])[C:6]([CH3:18])([C:12]1[CH:17]=[CH:16][CH:15]=[CH:14][CH:13]=1)[CH2:5][CH2:4][CH2:3][CH2:2][S:21][CH2:20][CH2:3][CH2:4][CH2:5][C:6]([C:7]([O:9][CH2:10][CH3:11])=[O:23])([C:12]1[CH:13]=[CH:14][CH:15]=[CH:16][CH:17]=1)[CH3:18])[CH3:11]. The yield is 0.850.